Dataset: Reaction yield outcomes from USPTO patents with 853,638 reactions. Task: Predict the reaction yield, written as a fraction of the theoretical maximum amount of product (1.0 means a 100% yield; for example, 0.34 means a 34% yield). The reactants are [CH3:1][C:2]([Si:5]([CH3:16])([CH3:15])[O:6][C:7]1[CH:8]=[C:9]([CH:12]=[CH:13][CH:14]=1)[C:10]#[N:11])([CH3:4])[CH3:3]. The catalyst is [Pd].CO. The product is [CH3:4][C:2]([Si:5]([CH3:16])([CH3:15])[O:6][C:7]1[CH:8]=[C:9]([CH2:10][NH2:11])[CH:12]=[CH:13][CH:14]=1)([CH3:1])[CH3:3]. The yield is 0.950.